This data is from Full USPTO retrosynthesis dataset with 1.9M reactions from patents (1976-2016). The task is: Predict the reactants needed to synthesize the given product. Given the product [I:14][CH2:10][CH2:9][CH2:8][CH2:7][C:1]1[CH:6]=[CH:5][CH:4]=[CH:3][CH:2]=1, predict the reactants needed to synthesize it. The reactants are: [C:1]1([CH2:7][CH2:8][CH2:9][CH2:10]C(O)=O)[CH:6]=[CH:5][CH:4]=[CH:3][CH:2]=1.[I:14]N1C(C)(C)COC1=O.